Task: Predict the reactants needed to synthesize the given product.. Dataset: Full USPTO retrosynthesis dataset with 1.9M reactions from patents (1976-2016) (1) Given the product [CH:44]([O:72][CH:27]([CH3:26])[CH3:22])([CH3:49])[CH3:45].[CH:1]1([C@@H:7]([NH:9][C:10]([C:12]2[C:21]3[C:16](=[CH:17][CH:18]=[CH:19][CH:20]=3)[N:15]=[C:14]([C:22]3[CH:23]=[CH:24][CH:25]=[CH:26][CH:27]=3)[C:13]=2[CH2:28][N:29]2[CH2:34][CH2:33][N:32]([C:71](=[O:73])[CH2:70][CH2:69][N:68]([CH2:66][CH3:67])[CH2:74][CH3:75])[CH2:31][CH2:30]2)=[O:11])[CH3:8])[CH2:6][CH2:5][CH2:4][CH2:3][CH2:2]1, predict the reactants needed to synthesize it. The reactants are: [CH:1]1([C@@H:7]([NH:9][C:10]([C:12]2[C:21]3[C:16](=[CH:17][CH:18]=[CH:19][CH:20]=3)[N:15]=[C:14]([C:22]3[CH:27]=[CH:26][CH:25]=[CH:24][CH:23]=3)[C:13]=2[CH2:28][N:29]2[CH2:34][CH2:33][NH:32][CH2:31][CH2:30]2)=[O:11])[CH3:8])[CH2:6][CH2:5][CH2:4][CH2:3][CH2:2]1.CN(C(ON1N=N[C:45]2C=CC=[CH:49][C:44]1=2)=[N+](C)C)C.F[P-](F)(F)(F)(F)F.C(N(CC)CC)C.[CH2:66]([N:68]([CH2:74][CH3:75])[CH2:69][CH2:70][C:71]([OH:73])=[O:72])[CH3:67]. (2) Given the product [NH2:1][C:4]1[CH:5]=[CH:6][C:7]([CH:10]2[CH2:14][CH2:13][CH:12]([C:15]([O:17][CH3:18])=[O:16])[CH2:11]2)=[CH:8][CH:9]=1, predict the reactants needed to synthesize it. The reactants are: [N+:1]([C:4]1[CH:9]=[CH:8][C:7]([CH:10]2[CH2:14][CH2:13][CH:12]([C:15]([O:17][CH3:18])=[O:16])[CH2:11]2)=[CH:6][CH:5]=1)([O-])=O.